This data is from Reaction yield outcomes from USPTO patents with 853,638 reactions. The task is: Predict the reaction yield, written as a fraction of the theoretical maximum amount of product (1.0 means a 100% yield; for example, 0.34 means a 34% yield). The product is [F:32][C:26]1[CH:27]=[CH:28][CH:29]=[C:30]([F:31])[C:25]=1[NH:24][C:22](=[O:23])[C:21]1[CH:33]=[C:17]([C:9]2[N:10]=[C:11]3[CH:16]=[CH:15][CH:14]=[CH:13][N:12]3[C:8]=2[C:6]2[CH:5]=[CH:4][N:3]=[C:2]([NH:41][C:40]3[CH:42]=[CH:43][C:44]([N:46]4[CH2:51][CH2:50][CH:49]([N:52]5[CH2:57][CH2:56][N:55]([S:58]([CH3:61])(=[O:60])=[O:59])[CH2:54][CH2:53]5)[CH2:48][CH2:47]4)=[CH:45][C:39]=3[O:38][CH2:36][CH3:37])[N:7]=2)[CH:18]=[CH:19][C:20]=1[O:34][CH3:35]. The catalyst is CC(O)C. The reactants are Cl[C:2]1[N:7]=[C:6]([C:8]2[N:12]3[CH:13]=[CH:14][CH:15]=[CH:16][C:11]3=[N:10][C:9]=2[C:17]2[CH:18]=[CH:19][C:20]([O:34][CH3:35])=[C:21]([CH:33]=2)[C:22]([NH:24][C:25]2[C:30]([F:31])=[CH:29][CH:28]=[CH:27][C:26]=2[F:32])=[O:23])[CH:5]=[CH:4][N:3]=1.[CH2:36]([O:38][C:39]1[CH:45]=[C:44]([N:46]2[CH2:51][CH2:50][CH:49]([N:52]3[CH2:57][CH2:56][N:55]([S:58]([CH3:61])(=[O:60])=[O:59])[CH2:54][CH2:53]3)[CH2:48][CH2:47]2)[CH:43]=[CH:42][C:40]=1[NH2:41])[CH3:37].C1(C)C=CC(S(O)(=O)=O)=CC=1. The yield is 0.530.